This data is from Reaction yield outcomes from USPTO patents with 853,638 reactions. The task is: Predict the reaction yield, written as a fraction of the theoretical maximum amount of product (1.0 means a 100% yield; for example, 0.34 means a 34% yield). The reactants are C([O:8][C:9]([C@:11]12[CH2:45][CH2:44][C@@H:43]([C:46]([CH3:48])=[CH2:47])[C@@H:12]1[C@@H:13]1[C@@:26]([CH3:29])([CH2:27][CH2:28]2)[C@@:25]2([CH3:30])[C@@H:16]([C@:17]3([CH3:42])[C@@H:22]([CH2:23][CH2:24]2)[C:21]([CH3:32])([CH3:31])[C:20]([C:33]2[CH:38]=[CH:37][C:36]([B:39]([OH:41])[OH:40])=[CH:35][CH:34]=2)=[CH:19][CH2:18]3)[CH2:15][CH2:14]1)=[O:10])C1C=CC=CC=1.N#N.B(Br)(Br)Br. The catalyst is C(Cl)Cl. The product is [B:39]([C:36]1[CH:37]=[CH:38][C:33]([C:20]2[C:21]([CH3:32])([CH3:31])[C@H:22]3[C@:17]([CH3:42])([CH2:18][CH:19]=2)[C@@H:16]2[C@:25]([CH3:30])([C@@:26]4([CH3:29])[C@H:13]([CH2:14][CH2:15]2)[C@H:12]2[C@H:43]([C:46]([CH3:48])=[CH2:47])[CH2:44][CH2:45][C@:11]2([C:9]([OH:10])=[O:8])[CH2:28][CH2:27]4)[CH2:24][CH2:23]3)=[CH:34][CH:35]=1)([OH:41])[OH:40]. The yield is 0.241.